Dataset: Full USPTO retrosynthesis dataset with 1.9M reactions from patents (1976-2016). Task: Predict the reactants needed to synthesize the given product. (1) The reactants are: [NH:1]1[C:9]2[C:4](=[CH:5][CH:6]=[CH:7][CH:8]=2)[CH:3]=[C:2]1[C:10]1[C:11]([O:32][CH3:33])=[CH:12][C:13]([O:30][CH3:31])=[C:14](/[CH:16]=[CH:17]/[C:18]([C:20]2[CH:25]=[CH:24][C:23]([S:26]([NH2:29])(=[O:28])=[O:27])=[CH:22][CH:21]=2)=[O:19])[CH:15]=1.CCN(CC)CC.[C:41](O[C:41](=[O:45])[CH2:42][CH2:43][CH3:44])(=[O:45])[CH2:42][CH2:43][CH3:44].O. Given the product [C:41]([NH:29][S:26]([C:23]1[CH:22]=[CH:21][C:20]([C:18](=[O:19])/[CH:17]=[CH:16]/[C:14]2[CH:15]=[C:10]([C:2]3[NH:1][C:9]4[C:4]([CH:3]=3)=[CH:5][CH:6]=[CH:7][CH:8]=4)[C:11]([O:32][CH3:33])=[CH:12][C:13]=2[O:30][CH3:31])=[CH:25][CH:24]=1)(=[O:28])=[O:27])(=[O:45])[CH2:42][CH2:43][CH3:44], predict the reactants needed to synthesize it. (2) The reactants are: [ClH:1].[NH2:2][CH2:3][C:4]([N:6]1[CH2:10][C@H:9]([NH:11][C:12](=[O:19])[C:13]2[CH:18]=[CH:17][CH:16]=[CH:15][CH:14]=2)[CH2:8][C@H:7]1[C:20]([OH:22])=[O:21])=[O:5].CC(C)=O.O. Given the product [OH2:5].[ClH:1].[NH2:2][CH2:3][C:4]([N:6]1[CH2:10][C@H:9]([NH:11][C:12](=[O:19])[C:13]2[CH:14]=[CH:15][CH:16]=[CH:17][CH:18]=2)[CH2:8][C@H:7]1[C:20]([OH:22])=[O:21])=[O:5], predict the reactants needed to synthesize it. (3) Given the product [Cl:1][C:2]1[CH:7]=[C:6]([NH:11][NH2:12])[N:5]=[C:4]([S:9][CH3:10])[N:3]=1, predict the reactants needed to synthesize it. The reactants are: [Cl:1][C:2]1[CH:7]=[C:6](Cl)[N:5]=[C:4]([S:9][CH3:10])[N:3]=1.[NH2:11][NH2:12].